Dataset: Full USPTO retrosynthesis dataset with 1.9M reactions from patents (1976-2016). Task: Predict the reactants needed to synthesize the given product. (1) Given the product [ClH:20].[F:1][C:2]1[C:9]([F:10])=[C:8]([C:11]([F:14])([F:13])[F:12])[CH:7]=[CH:6][C:3]=1[CH:4]=[N:19][NH:18][C:15]([NH2:17])=[NH:16], predict the reactants needed to synthesize it. The reactants are: [F:1][C:2]1[C:9]([F:10])=[C:8]([C:11]([F:14])([F:13])[F:12])[CH:7]=[CH:6][C:3]=1[CH:4]=O.[C:15]([NH:18][NH2:19])([NH2:17])=[NH:16].[ClH:20]. (2) Given the product [CH2:35]([O:29][C:28](=[O:30])[C:27]1[CH:31]=[CH:32][C:24]([NH:23][C:21]([C:18]2[CH:19]=[CH:20][C:15]3[O:14][CH2:13][CH2:12][N:11]([S:8]([C:4]4[CH:5]=[CH:6][CH:7]=[C:2]([Cl:1])[CH:3]=4)(=[O:9])=[O:10])[C:16]=3[CH:17]=2)=[O:22])=[CH:25][C:26]=1[F:33])[CH3:40], predict the reactants needed to synthesize it. The reactants are: [Cl:1][C:2]1[CH:3]=[C:4]([S:8]([N:11]2[C:16]3[CH:17]=[C:18]([C:21]([NH:23][C:24]4[CH:32]=[CH:31][C:27]([C:28]([OH:30])=[O:29])=[C:26]([F:33])[CH:25]=4)=[O:22])[CH:19]=[CH:20][C:15]=3[O:14][CH2:13][CH2:12]2)(=[O:10])=[O:9])[CH:5]=[CH:6][CH:7]=1.Cl[C:35]1C=C(S(Cl)(=O)=O)C=C[CH:40]=1. (3) Given the product [CH2:1]([N:9]1[C:13]2([CH2:17][CH2:16][N:15]([C@H:18]([CH3:25])[C:19]3[CH:24]=[CH:23][CH:22]=[CH:21][CH:20]=3)[CH2:14]2)[CH2:12][CH2:11][CH2:10]1)[C:2]1[CH:3]=[CH:4][CH:5]=[CH:6][CH:7]=1, predict the reactants needed to synthesize it. The reactants are: [C:1]([N:9]1[C:13]2([CH2:17][CH2:16][N:15]([C@H:18]([CH3:25])[C:19]3[CH:24]=[CH:23][CH:22]=[CH:21][CH:20]=3)[C:14]2=O)[CH2:12][CH2:11][CH2:10]1)(=O)[C:2]1[CH:7]=[CH:6][CH:5]=[CH:4][CH:3]=1.[H-].[Al+3].[Li+].[H-].[H-].[H-]. (4) Given the product [C:10]([O:14][C:15](=[O:26])[NH:16][CH2:17][CH2:18][C:19]1[CH:24]=[CH:23][CH:22]=[C:21]([O:25][CH2:2][C:3]2[CH:8]=[CH:7][CH:6]=[C:5]([F:9])[CH:4]=2)[CH:20]=1)([CH3:13])([CH3:11])[CH3:12], predict the reactants needed to synthesize it. The reactants are: Cl[CH2:2][C:3]1[CH:8]=[CH:7][CH:6]=[C:5]([F:9])[CH:4]=1.[C:10]([O:14][C:15](=[O:26])[NH:16][CH2:17][CH2:18][C:19]1[CH:24]=[CH:23][CH:22]=[C:21]([OH:25])[CH:20]=1)([CH3:13])([CH3:12])[CH3:11].C([O-])([O-])=O.[K+].[K+].[I-].[K+]. (5) Given the product [CH2:1]([O:8][C:9]1[CH:14]=[CH:13][C:12]([C:26]([C:27]2[C:28]([C:33]([F:36])([F:34])[F:35])=[N:29][CH:30]=[CH:31][CH:32]=2)=[O:37])=[CH:11][C:10]=1[O:16][CH3:17])[C:2]1[CH:7]=[CH:6][CH:5]=[CH:4][CH:3]=1, predict the reactants needed to synthesize it. The reactants are: [CH2:1]([O:8][C:9]1[CH:14]=[CH:13][C:12](Br)=[CH:11][C:10]=1[O:16][CH3:17])[C:2]1[CH:7]=[CH:6][CH:5]=[CH:4][CH:3]=1.C([Li])CCC.CON(C)[C:26](=[O:37])[C:27]1[CH:32]=[CH:31][CH:30]=[N:29][C:28]=1[C:33]([F:36])([F:35])[F:34].Cl. (6) Given the product [CH3:22][C:18]1[CH:19]=[CH:20][CH:21]=[C:16]([CH3:15])[C:17]=1[NH:23][C:24](=[O:32])[CH2:25][N:26]1[CH2:27][CH2:28][N:29]([CH2:3][CH:2]([OH:1])[CH2:4][O:5][CH:6]2[CH2:14][C:13]3[C:8](=[CH:9][CH:10]=[CH:11][CH:12]=3)[CH2:7]2)[CH2:30][CH2:31]1, predict the reactants needed to synthesize it. The reactants are: [O:1]1[CH2:3][CH:2]1[CH2:4][O:5][CH:6]1[CH2:14][C:13]2[C:8](=[CH:9][CH:10]=[CH:11][CH:12]=2)[CH2:7]1.[CH3:15][C:16]1[CH:21]=[CH:20][CH:19]=[C:18]([CH3:22])[C:17]=1[NH:23][C:24](=[O:32])[CH2:25][N:26]1[CH2:31][CH2:30][NH:29][CH2:28][CH2:27]1. (7) Given the product [F:1][C:2]1[CH:7]=[CH:6][C:5]([N+:11]([O-:13])=[O:12])=[CH:4][C:3]=1[C:8](=[O:10])[CH3:9], predict the reactants needed to synthesize it. The reactants are: [F:1][C:2]1[CH:7]=[CH:6][CH:5]=[CH:4][C:3]=1[C:8](=[O:10])[CH3:9].[N+:11]([O-])([OH:13])=[O:12].O. (8) Given the product [C:1]([N:4]1[C:13]2[C:8](=[CH:9][C:10]([C:14]#[N:15])=[CH:11][CH:12]=2)[C@H:7]([NH:16][C:22]2[CH:23]=[CH:24][C:25]([Cl:37])=[C:26]([CH2:28][O:29][Si:30]([C:33]([CH3:36])([CH3:35])[CH3:34])([CH3:31])[CH3:32])[N:27]=2)[C@@H:6]([CH3:17])[C@@H:5]1[CH:18]1[CH2:20][CH2:19]1)(=[O:3])[CH3:2], predict the reactants needed to synthesize it. The reactants are: [C:1]([N:4]1[C:13]2[C:8](=[CH:9][C:10]([C:14]#[N:15])=[CH:11][CH:12]=2)[C@H:7]([NH2:16])[C@@H:6]([CH3:17])[C@@H:5]1[CH:18]1[CH2:20][CH2:19]1)(=[O:3])[CH3:2].Br[C:22]1[N:27]=[C:26]([CH2:28][O:29][Si:30]([C:33]([CH3:36])([CH3:35])[CH3:34])([CH3:32])[CH3:31])[C:25]([Cl:37])=[CH:24][CH:23]=1.CC(C)([O-])C.[Na+].CN(C1C(C2C(P(C3CCCCC3)C3CCCCC3)=CC=CC=2)=CC=CC=1)C. (9) Given the product [CH2:26]([O:33][C:34]1[CH:39]=[CH:38][C:37]([N:40]2[CH2:45][CH2:44][N:43]([CH2:52][CH2:53][CH2:54][CH:55]3[CH2:60][CH2:59][CH2:58][CH2:57][CH2:56]3)[CH2:42][CH2:41]2)=[CH:36][C:35]=1[F:46])[C:27]1[CH:28]=[CH:29][CH:30]=[CH:31][CH:32]=1, predict the reactants needed to synthesize it. The reactants are: Cl.Cl.COC1C=CC(N2CCNCC2)=CC=1.BrCCC1C=CC=CC=1.[CH2:26]([O:33][C:34]1[CH:39]=[CH:38][C:37]([N:40]2[CH2:45][CH2:44][NH:43][CH2:42][CH2:41]2)=[CH:36][C:35]=1[F:46])[C:27]1[CH:32]=[CH:31][CH:30]=[CH:29][CH:28]=1.CS(O[CH2:52][CH2:53][CH2:54][CH:55]1[CH2:60][CH2:59][CH2:58][CH2:57][CH2:56]1)(=O)=O. (10) Given the product [CH:7]1([C@@H:4]2[NH:3][C:12](=[O:13])[CH2:11][O:6][CH2:5]2)[CH2:9][CH2:8]1, predict the reactants needed to synthesize it. The reactants are: [H-].[Na+].[NH2:3][C@@H:4]([CH:7]1[CH2:9][CH2:8]1)[CH2:5][OH:6].Cl[CH2:11][C:12](OCC)=[O:13].